This data is from Forward reaction prediction with 1.9M reactions from USPTO patents (1976-2016). The task is: Predict the product of the given reaction. (1) Given the reactants [BH4-].[Na+].[F:3][C:4]1[CH:5]=[CH:6][C:7]([O:12][CH3:13])=[C:8]([CH:11]=1)[CH:9]=[O:10], predict the reaction product. The product is: [F:3][C:4]1[CH:5]=[CH:6][C:7]([O:12][CH3:13])=[C:8]([CH2:9][OH:10])[CH:11]=1. (2) Given the reactants [NH2:1][CH2:2][CH:3]1[CH2:8][CH2:7][N:6]([C:9]2[C:14]([NH:15][C:16](=[O:24])[C:17]3[CH:22]=[CH:21][CH:20]=[C:19]([Cl:23])[CH:18]=3)=[CH:13][C:12]([S:25]([CH3:28])(=[O:27])=[O:26])=[CH:11][N:10]=2)[CH2:5][CH2:4]1.C(=O)([O-])[O-].[Na+].[Na+].[C:35]1([N:41]=[C:42]=[O:43])[CH:40]=[CH:39][CH:38]=[CH:37][CH:36]=1, predict the reaction product. The product is: [Cl:23][C:19]1[CH:18]=[C:17]([CH:22]=[CH:21][CH:20]=1)[C:16]([NH:15][C:14]1[C:9]([N:6]2[CH2:5][CH2:4][CH:3]([CH2:2][NH:1][C:42]([NH:41][C:35]3[CH:40]=[CH:39][CH:38]=[CH:37][CH:36]=3)=[O:43])[CH2:8][CH2:7]2)=[N:10][CH:11]=[C:12]([S:25]([CH3:28])(=[O:26])=[O:27])[CH:13]=1)=[O:24]. (3) Given the reactants Br[C:2]1[CH:3]=[C:4]([CH:25]=[CH:26][N:27]=1)[C:5]([NH:7][C:8]1[S:9][C:10]2[C:16]([N:17]3[CH2:22][CH2:21][O:20][CH2:19][CH2:18]3)=[CH:15][CH:14]=[C:13]([O:23][CH3:24])[C:11]=2[N:12]=1)=[O:6].C(=O)([O-])[O-].[Cs+].[Cs+].[CH3:34][N:35]1[CH2:40][CH2:39][NH:38][CH2:37][C:36]1=[O:41], predict the reaction product. The product is: [CH3:24][O:23][C:13]1[C:11]2[N:12]=[C:8]([NH:7][C:5](=[O:6])[C:4]3[CH:25]=[CH:26][N:27]=[C:2]([N:38]4[CH2:39][CH2:40][N:35]([CH3:34])[C:36](=[O:41])[CH2:37]4)[CH:3]=3)[S:9][C:10]=2[C:16]([N:17]2[CH2:22][CH2:21][O:20][CH2:19][CH2:18]2)=[CH:15][CH:14]=1. (4) The product is: [Br:1][CH:5]1[CH2:6][CH2:7][C:8](=[O:9])[NH:3][C:4]1=[O:10]. Given the reactants [Br:1]Br.[NH:3]1[C:8](=[O:9])[CH2:7][CH2:6][CH2:5][C:4]1=[O:10], predict the reaction product. (5) Given the reactants [NH2:1][C:2](=[O:17])[CH:3]([NH:9]C(=O)OC(C)(C)C)[CH2:4][C:5]([F:8])([F:7])[F:6].[ClH:18], predict the reaction product. The product is: [ClH:18].[NH2:9][CH:3]([CH2:4][C:5]([F:8])([F:7])[F:6])[C:2]([NH2:1])=[O:17]. (6) Given the reactants O[CH:2]([C:16]1[CH:21]=[CH:20][CH:19]=[CH:18][C:17]=1[S:22]([C:25]1[CH:30]=[CH:29][CH:28]=[CH:27][CH:26]=1)(=[O:24])=[O:23])[C:3]1[C:11]2[C:10](=[O:12])[CH2:9][C:8]([CH3:14])([CH3:13])[CH2:7][C:6]=2[NH:5][C:4]=1[CH3:15].FC(F)(F)S(O[Si](C)(C)C)(=O)=O.C([SiH](CC)CC)C, predict the reaction product. The product is: [CH3:15][C:4]1[NH:5][C:6]2[CH2:7][C:8]([CH3:14])([CH3:13])[CH2:9][C:10](=[O:12])[C:11]=2[C:3]=1[CH2:2][C:16]1[CH:21]=[CH:20][CH:19]=[CH:18][C:17]=1[S:22]([C:25]1[CH:30]=[CH:29][CH:28]=[CH:27][CH:26]=1)(=[O:24])=[O:23]. (7) Given the reactants [C:1]([N:5]1[C:10](=[O:11])[C:9]([CH2:12]Br)=[C:8]([Cl:14])[CH:7]=[N:6]1)([CH3:4])([CH3:3])[CH3:2].C(=O)([O-])[O-:16].[Ca+2].O.O1CCOCC1.Cl, predict the reaction product. The product is: [C:1]([N:5]1[C:10](=[O:11])[C:9]([CH2:12][OH:16])=[C:8]([Cl:14])[CH:7]=[N:6]1)([CH3:4])([CH3:3])[CH3:2].